The task is: Predict which catalyst facilitates the given reaction.. This data is from Catalyst prediction with 721,799 reactions and 888 catalyst types from USPTO. (1) Reactant: Cl[CH2:2][C:3]1[C:12]([C:13]2[CH:18]=[CH:17][C:16]([F:19])=[CH:15][C:14]=2[O:20][CH3:21])=[CH:11][CH:10]=[C:9]2[C:4]=1[C:5]([CH3:24])=[CH:6][C:7]([CH3:23])([CH3:22])[NH:8]2.[CH3:25][C:26]1[CH:34]=[CH:33][C:29]([C:30]([OH:32])=[S:31])=[CH:28][CH:27]=1.C(=O)([O-])[O-].[K+].[K+].C(OCC)(=O)C. Product: [F:19][C:16]1[CH:17]=[CH:18][C:13]([C:12]2[C:3]([CH2:2][O:32][C:30](=[S:31])[C:29]3[CH:33]=[CH:34][C:26]([CH3:25])=[CH:27][CH:28]=3)=[C:4]3[C:9](=[CH:10][CH:11]=2)[NH:8][C:7]([CH3:22])([CH3:23])[CH:6]=[C:5]3[CH3:24])=[C:14]([O:20][CH3:21])[CH:15]=1. The catalyst class is: 9. (2) Reactant: [CH:1]1(B(O)O)[CH2:3][CH2:2]1.Br[C:8]1[CH:13]=[CH:12][C:11]([F:14])=[C:10]([N+:15]([O-:17])=[O:16])[CH:9]=1.C(=O)([O-])[O-].[K+].[K+]. Product: [CH:1]1([C:8]2[CH:13]=[CH:12][C:11]([F:14])=[C:10]([N+:15]([O-:17])=[O:16])[CH:9]=2)[CH2:3][CH2:2]1. The catalyst class is: 741.